Regression. Given two drug SMILES strings and cell line genomic features, predict the synergy score measuring deviation from expected non-interaction effect. From a dataset of NCI-60 drug combinations with 297,098 pairs across 59 cell lines. (1) Drug 1: CNC(=O)C1=CC=CC=C1SC2=CC3=C(C=C2)C(=NN3)C=CC4=CC=CC=N4. Synergy scores: CSS=30.2, Synergy_ZIP=-3.58, Synergy_Bliss=-7.51, Synergy_Loewe=-14.5, Synergy_HSA=-6.79. Cell line: CCRF-CEM. Drug 2: C1CN(CCN1C(=O)CCBr)C(=O)CCBr. (2) Drug 1: CCCCCOC(=O)NC1=NC(=O)N(C=C1F)C2C(C(C(O2)C)O)O. Drug 2: C1=NC(=NC(=O)N1C2C(C(C(O2)CO)O)O)N. Cell line: RXF 393. Synergy scores: CSS=16.7, Synergy_ZIP=0.227, Synergy_Bliss=0.596, Synergy_Loewe=-15.2, Synergy_HSA=-0.812. (3) Drug 1: CCCS(=O)(=O)NC1=C(C(=C(C=C1)F)C(=O)C2=CNC3=C2C=C(C=N3)C4=CC=C(C=C4)Cl)F. Drug 2: CC1OCC2C(O1)C(C(C(O2)OC3C4COC(=O)C4C(C5=CC6=C(C=C35)OCO6)C7=CC(=C(C(=C7)OC)O)OC)O)O. Cell line: NCI-H226. Synergy scores: CSS=16.0, Synergy_ZIP=-2.91, Synergy_Bliss=-0.195, Synergy_Loewe=-4.38, Synergy_HSA=-1.23. (4) Drug 1: CN(CC1=CN=C2C(=N1)C(=NC(=N2)N)N)C3=CC=C(C=C3)C(=O)NC(CCC(=O)O)C(=O)O. Drug 2: C1C(C(OC1N2C=C(C(=O)NC2=O)F)CO)O. Cell line: EKVX. Synergy scores: CSS=1.79, Synergy_ZIP=10.8, Synergy_Bliss=12.3, Synergy_Loewe=7.58, Synergy_HSA=5.63. (5) Drug 1: CN(C)C1=NC(=NC(=N1)N(C)C)N(C)C. Drug 2: C1C(C(OC1N2C=C(C(=O)NC2=O)F)CO)O. Cell line: SF-268. Synergy scores: CSS=7.69, Synergy_ZIP=-15.8, Synergy_Bliss=-14.0, Synergy_Loewe=-30.4, Synergy_HSA=-17.8.